Dataset: Catalyst prediction with 721,799 reactions and 888 catalyst types from USPTO. Task: Predict which catalyst facilitates the given reaction. (1) Reactant: [CH3:1][C:2]1([CH3:10])[C:7](=[O:8])[CH2:6][CH2:5][CH2:4][C:3]1=[O:9].[BH4-].[Na+]. Product: [OH:9][CH:3]1[CH2:4][CH2:5][CH2:6][C:7](=[O:8])[C:2]1([CH3:10])[CH3:1]. The catalyst class is: 5. (2) Reactant: [Cl:1][C:2]1[CH:3]=[C:4]([N+:13]([O-:15])=[O:14])[C:5]([CH3:12])=[C:6]([CH:11]=1)[C:7]([O:9][CH3:10])=[O:8].C1C(=O)N([Br:23])C(=O)C1.O. Product: [Br:23][CH2:12][C:5]1[C:4]([N+:13]([O-:15])=[O:14])=[CH:3][C:2]([Cl:1])=[CH:11][C:6]=1[C:7]([O:9][CH3:10])=[O:8]. The catalyst class is: 53.